Predict the reactants needed to synthesize the given product. From a dataset of Full USPTO retrosynthesis dataset with 1.9M reactions from patents (1976-2016). (1) Given the product [CH2:22]([CH:21]1[C:25]2[C:26](=[CH:27][CH:28]=[CH:29][CH:30]=2)[CH2:19][C:20]1=[O:31])[CH:23]=[CH2:24], predict the reactants needed to synthesize it. The reactants are: C(C1C2C(=CC=CC=2)CC=1)C=C.COC1C=C2[C:22](=[CH:23][CH:24]=1)[CH:21]([C:25]1[CH:30]=[CH:29][CH:28]=[CH:27][CH:26]=1)[C:20](=[O:31])[CH2:19]C2. (2) Given the product [CH3:1][S:2][CH2:7][CH:8]1[CH2:11][N:10]([C:12]([O:14][C:15]([CH3:18])([CH3:17])[CH3:16])=[O:13])[CH2:9]1, predict the reactants needed to synthesize it. The reactants are: [CH3:1][S:2](Cl)(=O)=O.O[CH2:7][CH:8]1[CH2:11][N:10]([C:12]([O:14][C:15]([CH3:18])([CH3:17])[CH3:16])=[O:13])[CH2:9]1.CCN(C(C)C)C(C)C.C[S-].[Na+].CS(OCC1CN(C(OC(C)(C)C)=O)C1)(=O)=O. (3) Given the product [OH:1][C:2]1[CH:24]=[CH:23][C:22]([CH:26]=[CH:27][C:28]2[CH:33]=[CH:32][CH:31]=[CH:30][CH:29]=2)=[CH:21][C:3]=1[C:4]([NH:6][C:7]1[CH:12]=[C:11]([C:13]([F:16])([F:15])[F:14])[CH:10]=[C:9]([C:17]([F:20])([F:19])[F:18])[CH:8]=1)=[O:5], predict the reactants needed to synthesize it. The reactants are: [OH:1][C:2]1[CH:24]=[CH:23][C:22](I)=[CH:21][C:3]=1[C:4]([NH:6][C:7]1[CH:12]=[C:11]([C:13]([F:16])([F:15])[F:14])[CH:10]=[C:9]([C:17]([F:20])([F:19])[F:18])[CH:8]=1)=[O:5].[CH2:26]=[CH:27][C:28]1[CH:33]=[CH:32][CH:31]=[CH:30][CH:29]=1.C1(C)C=CC=CC=1P(C1C=CC=CC=1C)C1C=CC=CC=1C.C(NC(C)C)(C)C. (4) Given the product [NH:22]1[C:23]2[C:28](=[CH:27][CH:26]=[CH:25][N:24]=2)[C:29](=[O:30])[C:20]([C:18]([NH2:17])=[O:19])=[CH:21]1, predict the reactants needed to synthesize it. The reactants are: BrC1C=CC(C2C=NC=CC=2)=CC=1.C1([NH:17][C:18]([C:20]2[C:29](=[O:30])[C:28]3[C:23](=[N:24][CH:25]=[CH:26][CH:27]=3)[N:22](C3C=CC=C(B4OC(C)(C)C(C)(C)O4)C=3)[CH:21]=2)=[O:19])CC1.C(NC(C1C(=O)C2C(=NC=CC=2)N(C2C=CC=C(B3OC(C)(C)C(C)(C)O3)C=2)C=1)=O)(C)C. (5) Given the product [NH2:22][C:19]1[CH:20]=[CH:21][C:16]([O:15][C:12]2[CH:13]=[CH:14][C:9]3[N:10]([CH:34]=[C:7]([NH:6][C:4]([CH:1]4[CH2:3][CH2:2]4)=[O:5])[N:8]=3)[CH:11]=2)=[CH:17][C:18]=1[F:33], predict the reactants needed to synthesize it. The reactants are: [CH:1]1([C:4]([NH:6][C:7]2[N:8]=[C:9]3[CH:14]=[CH:13][C:12]([O:15][C:16]4[CH:21]=[CH:20][C:19]([NH:22]C(=O)OCC5C=CC=CC=5)=[C:18]([F:33])[CH:17]=4)=[CH:11][N:10]3[CH:34]=2)=[O:5])[CH2:3][CH2:2]1.[OH-].[Ba+2].[OH-].Cl. (6) Given the product [C:1]([O:5][C:6]([N:8]1[CH2:13][CH2:12][N:11]([C:14]2[CH:19]=[CH:18][C:17]([F:20])=[CH:16][C:15]=2[CH3:21])[CH:10]([C:22]([N:36]2[CH2:37][CH2:38][N:33]([C:27]3[CH:28]=[C:29]([CH3:32])[CH:30]=[CH:31][C:26]=3[CH3:25])[CH2:34][CH2:35]2)=[O:24])[CH2:9]1)=[O:7])([CH3:2])([CH3:4])[CH3:3], predict the reactants needed to synthesize it. The reactants are: [C:1]([O:5][C:6]([N:8]1[CH2:13][CH2:12][N:11]([C:14]2[CH:19]=[CH:18][C:17]([F:20])=[CH:16][C:15]=2[CH3:21])[CH:10]([C:22]([OH:24])=O)[CH2:9]1)=[O:7])([CH3:4])([CH3:3])[CH3:2].[CH3:25][C:26]1[CH:31]=[CH:30][C:29]([CH3:32])=[CH:28][C:27]=1[N:33]1[CH2:38][CH2:37][NH:36][CH2:35][CH2:34]1.F[P-](F)(F)(F)(F)F.N1(OC(N(C)C)=[N+](C)C)C2C=CC=CC=2N=N1.C(N(CC)CC)C. (7) Given the product [CH2:9]([NH:11][CH2:2][C:3]1[N:4]=[C:5]([CH3:8])[O:6][CH:7]=1)[CH3:10], predict the reactants needed to synthesize it. The reactants are: Br[CH2:2][C:3]1[N:4]=[C:5]([CH3:8])[O:6][CH:7]=1.[CH2:9]([NH2:11])[CH3:10]. (8) Given the product [CH3:1][O:2][CH:3]1[CH2:4][N:5]([C:7]2[CH:8]=[CH:9][C:10]([C@H:13]([C:24]3[CH:29]=[CH:28][CH:27]=[CH:26][C:25]=3[CH3:30])[CH2:14]/[C:15](/[C:17]3[CH:22]=[CH:21][N:20]=[C:19]([CH3:23])[CH:18]=3)=[N:32]\[OH:33])=[CH:11][CH:12]=2)[CH2:6]1, predict the reactants needed to synthesize it. The reactants are: [CH3:1][O:2][CH:3]1[CH2:6][N:5]([C:7]2[CH:12]=[CH:11][C:10]([C@H:13]([C:24]3[CH:29]=[CH:28][CH:27]=[CH:26][C:25]=3[CH3:30])[CH2:14][C:15]([C:17]3[CH:22]=[CH:21][N:20]=[C:19]([CH3:23])[CH:18]=3)=O)=[CH:9][CH:8]=2)[CH2:4]1.Cl.[NH2:32][OH:33].C([O-])(O)=O.[Na+]. (9) Given the product [CH2:36]([O:43][C:44]1[CH:45]=[CH:46][C:47]([C:48](=[O:49])[CH2:32][C:26]2[CH:27]=[CH:28][C:29]([F:31])=[CH:30][C:25]=2[C:24]([N:23]([CH2:21][CH3:22])[CH2:34][CH3:35])=[O:33])=[CH:54][CH:55]=1)[C:37]1[CH:38]=[CH:39][CH:40]=[CH:41][CH:42]=1, predict the reactants needed to synthesize it. The reactants are: C(NC(C)C)(C)C.C([Li])CCC.[Li+].CC([N-]C(C)C)C.[CH2:21]([N:23]([CH2:34][CH3:35])[C:24](=[O:33])[C:25]1[CH:30]=[C:29]([F:31])[CH:28]=[CH:27][C:26]=1[CH3:32])[CH3:22].[CH2:36]([O:43][C:44]1[CH:55]=[CH:54][C:47]([C:48](N(OC)C)=[O:49])=[CH:46][CH:45]=1)[C:37]1[CH:42]=[CH:41][CH:40]=[CH:39][CH:38]=1.C(N)(=O)C1C=CC=CC=1.